Dataset: Catalyst prediction with 721,799 reactions and 888 catalyst types from USPTO. Task: Predict which catalyst facilitates the given reaction. (1) Reactant: C([O:8][C:9]1[C:13]([CH2:14][C:15]([O:17][CH3:18])=[O:16])=[CH:12][N:11]([C:19]2[CH:24]=[CH:23][CH:22]=[CH:21][CH:20]=2)[N:10]=1)C1C=CC=CC=1.O1CCCC1. Product: [OH:8][C:9]1[C:13]([CH2:14][C:15]([O:17][CH3:18])=[O:16])=[CH:12][N:11]([C:19]2[CH:24]=[CH:23][CH:22]=[CH:21][CH:20]=2)[N:10]=1. The catalyst class is: 352. (2) Reactant: [N:1]1([CH2:6][CH2:7][CH2:8][O:9][C:10]2[CH:15]=[CH:14][C:13]([C:16]3([CH2:22][NH2:23])[CH2:21][CH2:20][O:19][CH2:18][CH2:17]3)=[CH:12][CH:11]=2)[CH2:5][CH2:4][CH2:3][CH2:2]1.Cl[C:25]1[N:30]=[CH:29][CH:28]=[CH:27][N:26]=1.C(N(CC)C(C)C)(C)C. Product: [N:1]1([CH2:6][CH2:7][CH2:8][O:9][C:10]2[CH:15]=[CH:14][C:13]([C:16]3([CH2:22][NH:23][C:25]4[N:30]=[CH:29][CH:28]=[CH:27][N:26]=4)[CH2:17][CH2:18][O:19][CH2:20][CH2:21]3)=[CH:12][CH:11]=2)[CH2:5][CH2:4][CH2:3][CH2:2]1. The catalyst class is: 60. (3) Reactant: [Cl:1][C:2]1[CH:14]=[C:13]2[C:5]([C:6]3[C:7](=[O:23])[C:8]4[CH:20]=[CH:19][C:18]([O:21]C)=[CH:17][C:9]=4[C:10]([CH3:16])([CH3:15])[C:11]=3[NH:12]2)=[CH:4][C:3]=1[CH3:24].[Cl-].[NH+]1C=CC=CC=1.O. Product: [Cl:1][C:2]1[CH:14]=[C:13]2[C:5]([C:6]3[C:7](=[O:23])[C:8]4[CH:20]=[CH:19][C:18]([OH:21])=[CH:17][C:9]=4[C:10]([CH3:16])([CH3:15])[C:11]=3[NH:12]2)=[CH:4][C:3]=1[CH3:24]. The catalyst class is: 13. (4) Reactant: Cl[C:2]1[N:7]=[N:6][C:5]([C:8]2[C:16]3[S:15][C:14]([C:17]([F:20])([F:19])[F:18])=[N:13][C:12]=3[C:11]([O:21][CH3:22])=[CH:10][CH:9]=2)=[CH:4][CH:3]=1.C(=O)([O-])[OH:24].[Na+]. Product: [CH3:22][O:21][C:11]1[C:12]2[N:13]=[C:14]([C:17]([F:20])([F:19])[F:18])[S:15][C:16]=2[C:8]([C:5]2[CH:4]=[CH:3][C:2](=[O:24])[NH:7][N:6]=2)=[CH:9][CH:10]=1. The catalyst class is: 15. (5) Reactant: [CH3:1][O:2][C:3]1[C:8]2[C:9]([C:12]3[CH:17]=[CH:16][C:15]([N:18]4[CH2:23][CH2:22][O:21][CH2:20][CH2:19]4)=[CH:14][CH:13]=3)=[N:10][NH:11][C:7]=2[CH:6]=[CH:5][N:4]=1.O1CCOCCOCCOCCOCC1.[F:39][C:40]1[CH:41]=[C:42]([CH:45]=[C:46]([F:49])[C:47]=1F)[C:43]#[N:44].[H-].[Na+].C(=O)(O)[O-].[Na+]. Product: [F:39][C:40]1[CH:41]=[C:42]([CH:45]=[C:46]([F:49])[C:47]=1[N:11]1[C:7]2[CH:6]=[CH:5][N:4]=[C:3]([O:2][CH3:1])[C:8]=2[C:9]([C:12]2[CH:13]=[CH:14][C:15]([N:18]3[CH2:23][CH2:22][O:21][CH2:20][CH2:19]3)=[CH:16][CH:17]=2)=[N:10]1)[C:43]#[N:44]. The catalyst class is: 3. (6) Reactant: [CH2:1]([OH:9])[CH2:2][CH2:3][CH2:4][CH2:5][CH2:6][CH2:7][CH3:8].F[C:11]1[CH:16]=[CH:15][C:14]([C:17](=[O:19])[CH3:18])=[CH:13][C:12]=1[C:20]([F:23])([F:22])[F:21].CC(C)([O-])C.[K+]. Product: [CH2:1]([O:9][C:11]1[CH:16]=[CH:15][C:14]([C:17](=[O:19])[CH3:18])=[CH:13][C:12]=1[C:20]([F:21])([F:22])[F:23])[CH2:2][CH2:3][CH2:4][CH2:5][CH2:6][CH2:7][CH3:8]. The catalyst class is: 7. (7) Reactant: Cl.[NH2:2][C@H:3]([CH2:12][C:13]1[CH:18]=[CH:17][C:16]([C:19]2[CH:24]=[CH:23][CH:22]=[C:21]([Cl:25])[CH:20]=2)=[CH:15][CH:14]=1)[CH2:4][CH:5]([CH3:11])[C:6]([O:8][CH2:9][CH3:10])=[O:7].Cl[C:27](=[O:33])[C:28]([O:30][CH2:31][CH3:32])=[O:29]. Product: [Cl:25][C:21]1[CH:20]=[C:19]([C:16]2[CH:15]=[CH:14][C:13]([CH2:12][C@@H:3]([NH:2][C:27](=[O:33])[C:28]([O:30][CH2:31][CH3:32])=[O:29])[CH2:4][CH:5]([CH3:11])[C:6]([O:8][CH2:9][CH3:10])=[O:7])=[CH:18][CH:17]=2)[CH:24]=[CH:23][CH:22]=1. The catalyst class is: 3. (8) Reactant: [CH3:1][S:2]([O:5][CH2:6][CH2:7][N:8]([CH2:25][CH2:26][O:27][S:28]([CH3:31])(=[O:30])=[O:29])[C:9]1[C:10]([N+:22]([O-:24])=[O:23])=[C:11]([C:16]([N+:19]([O-:21])=[O:20])=[CH:17][CH:18]=1)[C:12]([O:14]C)=[O:13])(=[O:4])=[O:3].[OH-].[K+]. Product: [CH3:31][S:28]([O:27][CH2:26][CH2:25][N:8]([CH2:7][CH2:6][O:5][S:2]([CH3:1])(=[O:4])=[O:3])[C:9]1[C:10]([N+:22]([O-:24])=[O:23])=[C:11]([C:16]([N+:19]([O-:21])=[O:20])=[CH:17][CH:18]=1)[C:12]([OH:14])=[O:13])(=[O:29])=[O:30]. The catalyst class is: 12. (9) Reactant: [CH:1]([C:4]1[CH:16]=[CH:15][CH:14]=[CH:13][C:5]=1[O:6][CH:7]1[CH2:12][CH2:11][CH2:10][CH2:9][O:8]1)([CH3:3])[CH3:2].C([Li])CCC.CON(C)[C:25]([CH:27]1[CH2:29][CH2:28]1)=[O:26].[Cl-].[NH4+]. Product: [CH:27]1([C:25]([C:13]2[CH:14]=[CH:15][CH:16]=[C:4]([CH:1]([CH3:3])[CH3:2])[C:5]=2[O:6][CH:7]2[CH2:12][CH2:11][CH2:10][CH2:9][O:8]2)=[O:26])[CH2:29][CH2:28]1. The catalyst class is: 7. (10) Reactant: [NH:1]1[CH2:6][CH2:5][NH:4][CH2:3][CH2:2]1.[C:7]([O:11][C:12]([N:14]1[CH2:19][CH2:18][CH:17]([C:20]2[C:29]3[C:24](=[CH:25][C:26](F)=[CH:27][CH:28]=3)[N:23]=[CH:22][N:21]=2)[CH2:16][CH2:15]1)=[O:13])([CH3:10])([CH3:9])[CH3:8]. Product: [C:7]([O:11][C:12]([N:14]1[CH2:19][CH2:18][CH:17]([C:20]2[C:29]3[C:24](=[CH:25][C:26]([N:1]4[CH2:6][CH2:5][NH:4][CH2:3][CH2:2]4)=[CH:27][CH:28]=3)[N:23]=[CH:22][N:21]=2)[CH2:16][CH2:15]1)=[O:13])([CH3:10])([CH3:8])[CH3:9]. The catalyst class is: 58.